From a dataset of NCI-60 drug combinations with 297,098 pairs across 59 cell lines. Regression. Given two drug SMILES strings and cell line genomic features, predict the synergy score measuring deviation from expected non-interaction effect. (1) Drug 1: CC1=CC2C(CCC3(C2CCC3(C(=O)C)OC(=O)C)C)C4(C1=CC(=O)CC4)C. Drug 2: CC1C(C(=O)NC(C(=O)N2CCCC2C(=O)N(CC(=O)N(C(C(=O)O1)C(C)C)C)C)C(C)C)NC(=O)C3=C4C(=C(C=C3)C)OC5=C(C(=O)C(=C(C5=N4)C(=O)NC6C(OC(=O)C(N(C(=O)CN(C(=O)C7CCCN7C(=O)C(NC6=O)C(C)C)C)C)C(C)C)C)N)C. Cell line: SK-MEL-5. Synergy scores: CSS=-5.68, Synergy_ZIP=9.61, Synergy_Bliss=14.4, Synergy_Loewe=3.41, Synergy_HSA=4.35. (2) Drug 1: C1=CC(=CC=C1CCCC(=O)O)N(CCCl)CCCl. Drug 2: C1=CC=C(C(=C1)C(C2=CC=C(C=C2)Cl)C(Cl)Cl)Cl. Cell line: EKVX. Synergy scores: CSS=-0.114, Synergy_ZIP=-4.15, Synergy_Bliss=-7.83, Synergy_Loewe=-9.85, Synergy_HSA=-7.41. (3) Drug 1: CC(CN1CC(=O)NC(=O)C1)N2CC(=O)NC(=O)C2. Drug 2: CC=C1C(=O)NC(C(=O)OC2CC(=O)NC(C(=O)NC(CSSCCC=C2)C(=O)N1)C(C)C)C(C)C. Cell line: 786-0. Synergy scores: CSS=14.0, Synergy_ZIP=-7.91, Synergy_Bliss=-5.22, Synergy_Loewe=-9.14, Synergy_HSA=-2.52. (4) Drug 1: CC=C1C(=O)NC(C(=O)OC2CC(=O)NC(C(=O)NC(CSSCCC=C2)C(=O)N1)C(C)C)C(C)C. Drug 2: C1=NC(=NC(=O)N1C2C(C(C(O2)CO)O)O)N. Cell line: CCRF-CEM. Synergy scores: CSS=48.0, Synergy_ZIP=-3.14, Synergy_Bliss=-4.32, Synergy_Loewe=-3.48, Synergy_HSA=-1.29. (5) Drug 1: C1CN1C2=NC(=NC(=N2)N3CC3)N4CC4. Drug 2: CN(C(=O)NC(C=O)C(C(C(CO)O)O)O)N=O. Cell line: MCF7. Synergy scores: CSS=13.8, Synergy_ZIP=-6.52, Synergy_Bliss=-2.68, Synergy_Loewe=-17.1, Synergy_HSA=-2.35.